The task is: Predict which catalyst facilitates the given reaction.. This data is from Catalyst prediction with 721,799 reactions and 888 catalyst types from USPTO. (1) Reactant: Cl.Cl.C(O[C:6]([C:8]1[CH:9]=[C:10]2[C:14](=[CH:15][CH:16]=1)[NH:13][N:12]=[C:11]2[C:17]1[CH:26]=[CH:25][C:24]2[C:19](=[CH:20][CH:21]=[C:22]([C:27]([N:29]3[CH2:33][CH2:32][CH2:31][CH2:30]3)=[O:28])[CH:23]=2)[CH:18]=1)=[NH:7])C.[N:34]1([CH2:39][C:40]([NH:42][NH2:43])=O)[CH2:38][CH2:37][CH2:36][CH2:35]1.C(N(CC)CC)C. Product: [N:29]1([C:27]([C:22]2[CH:21]=[CH:20][C:19]3[C:24](=[CH:25][CH:26]=[C:17]([C:11]4[C:10]5[C:14](=[CH:15][CH:16]=[C:8]([C:6]6[NH:43][N:42]=[C:40]([CH2:39][N:34]7[CH2:38][CH2:37][CH2:36][CH2:35]7)[N:7]=6)[CH:9]=5)[NH:13][N:12]=4)[CH:18]=3)[CH:23]=2)=[O:28])[CH2:30][CH2:31][CH2:32][CH2:33]1. The catalyst class is: 5. (2) Reactant: [F:1][C:2]1[CH:3]=[C:4]([CH:9]=[CH:10][C:11]=1[CH2:12][N:13]1[CH2:17][CH2:16][N:15]([CH:18]2[CH2:23][CH2:22][N:21]([C:24]3[C:29]([F:30])=[CH:28][C:27]([C:31]([F:34])([F:33])[F:32])=[CH:26][N:25]=3)[CH2:20][CH2:19]2)[C:14]1=[O:35])[C:5]([O:7]C)=[O:6].[OH-].[Li+]. Product: [F:1][C:2]1[CH:3]=[C:4]([CH:9]=[CH:10][C:11]=1[CH2:12][N:13]1[CH2:17][CH2:16][N:15]([CH:18]2[CH2:23][CH2:22][N:21]([C:24]3[C:29]([F:30])=[CH:28][C:27]([C:31]([F:34])([F:33])[F:32])=[CH:26][N:25]=3)[CH2:20][CH2:19]2)[C:14]1=[O:35])[C:5]([OH:7])=[O:6]. The catalyst class is: 20.